Dataset: Catalyst prediction with 721,799 reactions and 888 catalyst types from USPTO. Task: Predict which catalyst facilitates the given reaction. (1) Reactant: [CH2:1]([O:3][C:4]([N:6]1[CH2:11][CH:10]=[C:9]([C:12]2[C:20]3[C:15](=[N:16][CH:17]=[CH:18][CH:19]=3)[NH:14][CH:13]=2)[CH2:8][CH2:7]1)=[O:5])[CH3:2]. Product: [CH2:1]([O:3][C:4]([N:6]1[CH2:11][CH2:10][CH:9]([C:12]2[C:20]3[C:15](=[N:16][CH:17]=[CH:18][CH:19]=3)[NH:14][CH:13]=2)[CH2:8][CH2:7]1)=[O:5])[CH3:2]. The catalyst class is: 791. (2) Reactant: C(O[C:6](=O)[NH:7][C:8]1(C)[CH:13]=[CH:12][CH:11]=[CH:10][NH:9]1)(C)(C)C.[Li][CH2:17]CCC.Cl. Product: [NH:7]1[C:8]2=[N:9][CH:10]=[CH:11][CH:12]=[C:13]2[CH:17]=[CH:6]1. The catalyst class is: 1.